Dataset: Catalyst prediction with 721,799 reactions and 888 catalyst types from USPTO. Task: Predict which catalyst facilitates the given reaction. (1) Product: [F:1][C:2]([F:14])([O:6][C:7]1[CH:8]=[C:9]([CH:10]=[CH:11][CH:12]=1)[CH2:13][Br:15])[CH:3]([F:4])[F:5]. The catalyst class is: 53. Reactant: [F:1][C:2]([F:14])([O:6][C:7]1[CH:8]=[C:9]([CH3:13])[CH:10]=[CH:11][CH:12]=1)[CH:3]([F:5])[F:4].[Br:15]N1C(=O)CCC1=O.N(C(C)(C)C#N)=NC(C)(C)C#N. (2) Reactant: C1(C)C=CC=CC=1.[CH:8]1([N:11]([CH3:25])[S:12]([CH2:15][C:16]2(C(O)=O)[CH2:21][CH2:20][CH2:19][CH2:18][CH2:17]2)(=[O:14])=[O:13])[CH2:10][CH2:9]1.C1C=CC(P(N=[N+]=[N-])(C2C=CC=CC=2)=[O:33])=CC=1.CC[N:45]([CH2:48]C)CC. Product: [CH:8]1([N:11]([CH3:25])[S:12]([CH2:15][C:16]2([N:45]=[C:48]=[O:33])[CH2:17][CH2:18][CH2:19][CH2:20][CH2:21]2)(=[O:13])=[O:14])[CH2:9][CH2:10]1. The catalyst class is: 2.